This data is from Forward reaction prediction with 1.9M reactions from USPTO patents (1976-2016). The task is: Predict the product of the given reaction. (1) The product is: [Cl:17][C:18]1[CH:23]=[C:22]([Cl:24])[CH:21]=[CH:20][C:19]=1[C:25]1[C:7]([C:3]2[N:2]([CH3:1])[CH:6]=[CH:5][N:4]=2)=[CH:29][N:28]=[C:27]([NH:36][CH2:37][CH2:38][NH:39][C:9]2[N:10]=[CH:11][C:12]([C:15]#[N:16])=[CH:13][CH:14]=2)[N:26]=1. Given the reactants [CH3:1][N:2]1[CH:6]=[CH:5][N:4]=[C:3]1[CH3:7].Cl[C:9]1[CH:14]=[CH:13][C:12]([C:15]#[N:16])=[CH:11][N:10]=1.[Cl:17][C:18]1[CH:23]=[C:22]([Cl:24])[CH:21]=[CH:20][C:19]=1[C:25]1C(C2NC=CN=2)=[CH:29][N:28]=[C:27]([NH:36][CH2:37][CH2:38][NH:39]C2C=CC([N+]([O-])=O)=CN=2)[N:26]=1, predict the reaction product. (2) Given the reactants [CH3:1][C:2]1[N:11]=[C:10]([C:12]([F:15])([F:14])[F:13])[CH:9]=[CH:8][C:3]=1[C:4](OC)=[O:5].[H-].[Al+3].[Li+].[H-].[H-].[H-].[C@H](O)(C([O-])=O)[C@@H](O)C([O-])=O.[Na+].[K+].CCOC(C)=O, predict the reaction product. The product is: [CH3:1][C:2]1[C:3]([CH2:4][OH:5])=[CH:8][CH:9]=[C:10]([C:12]([F:14])([F:13])[F:15])[N:11]=1.